This data is from Full USPTO retrosynthesis dataset with 1.9M reactions from patents (1976-2016). The task is: Predict the reactants needed to synthesize the given product. (1) Given the product [C:27]1([C:15]2[C:14]([CH2:13][CH:10]3[CH2:11][CH2:12][N:7]([C:5]([O:4][C:2]([CH3:1])([CH3:33])[CH3:3])=[O:6])[CH2:8][CH2:9]3)=[C:23]([C:24]([NH:41][N:40]([C:42]3[CH:43]=[CH:44][CH:45]=[CH:46][CH:47]=3)[C:34]3[CH:39]=[CH:38][CH:37]=[CH:36][CH:35]=3)=[O:26])[C:22]3[C:17](=[CH:18][CH:19]=[CH:20][CH:21]=3)[N:16]=2)[CH:28]=[CH:29][CH:30]=[CH:31][CH:32]=1, predict the reactants needed to synthesize it. The reactants are: [CH3:1][C:2]([CH3:33])([O:4][C:5]([N:7]1[CH2:12][CH2:11][CH:10]([CH2:13][C:14]2[C:15]([C:27]3[CH:32]=[CH:31][CH:30]=[CH:29][CH:28]=3)=[N:16][C:17]3[C:22]([C:23]=2[C:24]([OH:26])=O)=[CH:21][CH:20]=[CH:19][CH:18]=3)[CH2:9][CH2:8]1)=[O:6])[CH3:3].[C:34]1([N:40]([C:42]2[CH:47]=[CH:46][CH:45]=[CH:44][CH:43]=2)[NH2:41])[CH:39]=[CH:38][CH:37]=[CH:36][CH:35]=1. (2) Given the product [Cl:1][C:2]1[CH:9]=[C:8]([Cl:10])[CH:7]=[CH:6][C:3]=1[CH2:4][C:17]([C:16]1[CH:19]=[CH:20][C:13]([Cl:12])=[CH:14][CH:15]=1)=[O:23], predict the reactants needed to synthesize it. The reactants are: [Cl:1][C:2]1[CH:9]=[C:8]([Cl:10])[CH:7]=[CH:6][C:3]=1[CH2:4]Cl.[Mg].[Cl:12][C:13]1[CH:20]=[CH:19][C:16]([C:17]#N)=[CH:15][CH:14]=1.CC[O:23]CC. (3) The reactants are: [Br:1][C:2]1[CH:3]=[C:4]([CH:8]=[CH:9][C:10]=1[C:11]#[N:12])[C:5]([OH:7])=[O:6].C(=O)([O-])[O-].[Cs+].[Cs+].[CH2:19](Br)[C:20]1[CH:25]=[CH:24][CH:23]=[CH:22][CH:21]=1.O. Given the product [Br:1][C:2]1[CH:3]=[C:4]([CH:8]=[CH:9][C:10]=1[C:11]#[N:12])[C:5]([O:7][CH2:19][C:20]1[CH:25]=[CH:24][CH:23]=[CH:22][CH:21]=1)=[O:6], predict the reactants needed to synthesize it. (4) Given the product [Cl:1][C:2]1[N:7]=[C:6]([C:8]2[NH:9][C:10]3[C:15]([C:16]=2[F:18])=[CH:14][CH:13]=[CH:12][CH:11]=3)[C:5]([OH:17])=[CH:4][CH:3]=1, predict the reactants needed to synthesize it. The reactants are: [Cl:1][C:2]1[N:7]=[C:6]([C:8]2[NH:9][C:10]3[C:15]([CH:16]=2)=[CH:14][CH:13]=[CH:12][CH:11]=3)[C:5]([OH:17])=[CH:4][CH:3]=1.[F:18][B-](F)(F)F.ClC[N+]12CC[N+](F)(CC1)CC2.F[B-](F)(F)F. (5) Given the product [CH:8]([N:21]1[C:22](=[O:23])[C:17]([N:11]2[CH2:12][CH2:13][O:14][CH2:15][CH2:16]2)=[C:18]2[C:26](=[O:27])[N:25]([CH2:28][CH2:29][C:30]3[CH:39]=[CH:38][C:37]4[C:32](=[CH:33][CH:34]=[CH:35][CH:36]=4)[N:31]=3)[CH2:24][C:19]2=[CH:20]1)([CH3:10])[CH3:9], predict the reactants needed to synthesize it. The reactants are: C(=O)([O-])[O-].[K+].[K+].I[CH:8]([CH3:10])[CH3:9].[N:11]1([C:17]2[C:22](=[O:23])[NH:21][CH:20]=[C:19]3[CH2:24][N:25]([CH2:28][CH2:29][C:30]4[CH:39]=[CH:38][C:37]5[C:32](=[CH:33][CH:34]=[CH:35][CH:36]=5)[N:31]=4)[C:26](=[O:27])[C:18]=23)[CH2:16][CH2:15][O:14][CH2:13][CH2:12]1. (6) Given the product [Cl:2][C:3]1[C:4]([N+:16]([O-:18])=[O:17])=[CH:5][C:6]([CH2:7][OH:8])=[CH:10][C:11]=1[S:12]([NH2:13])(=[O:14])=[O:15], predict the reactants needed to synthesize it. The reactants are: B.[Cl:2][C:3]1[C:11]([S:12](=[O:15])(=[O:14])[NH2:13])=[CH:10][C:6]([C:7](O)=[O:8])=[CH:5][C:4]=1[N+:16]([O-:18])=[O:17].CO.